Dataset: Forward reaction prediction with 1.9M reactions from USPTO patents (1976-2016). Task: Predict the product of the given reaction. (1) The product is: [CH3:1][O:2][C:3](=[O:30])[CH2:4][CH2:5][C:6]1[CH:11]=[CH:10][C:9]([O:12][CH2:13][CH2:14][C@@H:15]([O:17][C:18]2[CH:23]=[CH:22][C:21]([C:24]([F:27])([F:26])[F:25])=[CH:20][C:19]=2[C:34]2[CH:35]=[CH:36][CH:37]=[CH:38][C:33]=2[O:32][CH3:31])[CH3:16])=[CH:8][C:7]=1[CH3:29]. Given the reactants [CH3:1][O:2][C:3](=[O:30])[CH2:4][CH2:5][C:6]1[CH:11]=[CH:10][C:9]([O:12][CH2:13][CH2:14][C@@H:15]([O:17][C:18]2[CH:23]=[CH:22][C:21]([C:24]([F:27])([F:26])[F:25])=[CH:20][C:19]=2Br)[CH3:16])=[CH:8][C:7]=1[CH3:29].[CH3:31][O:32][C:33]1[CH:38]=[CH:37][CH:36]=[CH:35][C:34]=1B(O)O, predict the reaction product. (2) The product is: [ClH:3].[CH3:21][N:22]([CH2:23][C:24]1[O:25][C:26]2[CH:33]=[CH:32][CH:31]=[CH:30][C:27]=2[C:28]=1[CH3:29])[C:18](=[O:20])[CH:17]=[CH:16][C:7]1[CH:6]=[N:5][C:10]2[NH:11][CH2:12][CH2:13][CH2:14][O:15][C:9]=2[CH:8]=1. Given the reactants C(Cl)C[Cl:3].[N:5]1[C:10]2[NH:11][CH2:12][CH2:13][CH2:14][O:15][C:9]=2[CH:8]=[C:7]([CH:16]=[CH:17][C:18]([OH:20])=O)[CH:6]=1.[CH3:21][NH:22][CH2:23][C:24]1[O:25][C:26]2[CH:33]=[CH:32][CH:31]=[CH:30][C:27]=2[C:28]=1[CH3:29].C1C=CC2N(O)N=NC=2C=1.CCN(C(C)C)C(C)C.Cl, predict the reaction product. (3) Given the reactants [CH3:1][C:2]1[CH:7]=[CH:6][N:5]=[CH:4][C:3]=1[N:8]1[CH2:12][CH2:11][NH:10][C:9]1=[O:13].Br[C:15]1[CH:16]=[CH:17][C:18]2[O:22][C:21]([CH3:23])=[N:20][C:19]=2[CH:24]=1.N[C@@H]1CCCC[C@H]1N.P([O-])([O-])([O-])=O.[K+].[K+].[K+], predict the reaction product. The product is: [CH3:23][C:21]1[O:22][C:18]2[CH:17]=[CH:16][C:15]([N:10]3[CH2:11][CH2:12][N:8]([C:3]4[CH:4]=[N:5][CH:6]=[CH:7][C:2]=4[CH3:1])[C:9]3=[O:13])=[CH:24][C:19]=2[N:20]=1. (4) Given the reactants [CH3:1][C:2]1([CH3:32])[CH2:11][CH2:10][C:9](O)([C:12]([O:14][CH2:15][CH3:16])=[O:13])[C:8]2[CH:7]=[C:6]([C:18]([O:20][C:21]3[CH:31]=[CH:30][C:24]([C:25]([O:27][CH2:28][CH3:29])=[O:26])=[CH:23][CH:22]=3)=[O:19])[CH:5]=[CH:4][C:3]1=2.O.C1(C)C=CC(S(O)(=O)=O)=CC=1, predict the reaction product. The product is: [CH3:32][C:2]1([CH3:1])[CH2:11][CH:10]=[C:9]([C:12]([O:14][CH2:15][CH3:16])=[O:13])[C:8]2[CH:7]=[C:6]([C:18]([O:20][C:21]3[CH:22]=[CH:23][C:24]([C:25]([O:27][CH2:28][CH3:29])=[O:26])=[CH:30][CH:31]=3)=[O:19])[CH:5]=[CH:4][C:3]1=2. (5) Given the reactants [CH3:1][C:2]1[CH:3]=[C:4]2[C:11](=[O:12])[O:10][C:8](=[O:9])[C:5]2=[N:6][CH:7]=1.CC(N=NC(C#N)(C)C)(C#N)C.[Cl:25]C1C=CC=CC=1, predict the reaction product. The product is: [Cl:25][CH2:1][C:2]1[CH:3]=[C:4]2[C:11](=[O:12])[O:10][C:8](=[O:9])[C:5]2=[N:6][CH:7]=1. (6) Given the reactants [CH2:1]([O:8][C:9]1[CH:10]=[C:11]([CH2:17][CH2:18][NH:19][C:20](=O)/[CH:21]=[CH:22]/[C:23]2[CH:28]=[CH:27][N:26]=[C:25]([O:29][CH3:30])[CH:24]=2)[CH:12]=[CH:13][C:14]=1[O:15][CH3:16])[C:2]1[CH:7]=[CH:6][CH:5]=[CH:4][CH:3]=1.O=P(Cl)(Cl)Cl.[BH4-].[Na+], predict the reaction product. The product is: [CH2:1]([O:8][C:9]1[CH:10]=[C:11]2[C:12](=[CH:13][C:14]=1[O:15][CH3:16])[CH:20](/[CH:21]=[CH:22]/[C:23]1[CH:28]=[CH:27][N:26]=[C:25]([O:29][CH3:30])[CH:24]=1)[NH:19][CH2:18][CH2:17]2)[C:2]1[CH:7]=[CH:6][CH:5]=[CH:4][CH:3]=1. (7) The product is: [CH:25]1[C:26]2[N:14]([C:12]3[CH:11]=[CH:10][C:8]4[O:9][C:5]5[CH:4]=[CH:3][C:2]([C:28]#[N:29])=[CH:27][C:6]=5[C:7]=4[CH:13]=3)[C:15]3[C:20](=[CH:19][CH:18]=[CH:17][CH:16]=3)[C:21]=2[CH:22]=[CH:23][CH:24]=1. Given the reactants Br[C:2]1[CH:3]=[CH:4][C:5]2[O:9][C:8]3[CH:10]=[CH:11][C:12]([N:14]4[C:26]5[CH:25]=[CH:24][CH:23]=[CH:22][C:21]=5[C:20]5[C:15]4=[CH:16][CH:17]=[CH:18][CH:19]=5)=[CH:13][C:7]=3[C:6]=2[CH:27]=1.[C:28]([Cu])#[N:29], predict the reaction product. (8) The product is: [Br:1][C:2]1[C:14]2[C:13]3[C:8](=[CH:9][C:10]([CH:15]([CH3:17])[CH3:16])=[CH:11][CH:12]=3)[NH:7][C:6]=2[C:5]([C:19]([NH2:21])=[O:20])=[CH:4][CH:3]=1. Given the reactants [Br:1][C:2]1[C:14]2[C:13]3[C:8](=[CH:9][C:10]([C:15](O)([CH3:17])[CH3:16])=[CH:11][CH:12]=3)[NH:7][C:6]=2[C:5]([C:19]([NH2:21])=[O:20])=[CH:4][CH:3]=1.C([SiH](CC)CC)C.C(O)(C(F)(F)F)=O, predict the reaction product. (9) Given the reactants [Br:1][C:2]1[NH:3][C:4]2[C:9]([C:10]=1[C:11]([O:13][CH3:14])=[O:12])=[CH:8][CH:7]=[CH:6][CH:5]=2.[H-].[Na+].Br[CH:18]([C:20]1[CH:25]=[CH:24][CH:23]=[CH:22][CH:21]=1)[CH3:19], predict the reaction product. The product is: [Br:1][C:2]1[N:3]([CH:18]([C:20]2[CH:25]=[CH:24][CH:23]=[CH:22][CH:21]=2)[CH3:19])[C:4]2[C:9]([C:10]=1[C:11]([O:13][CH3:14])=[O:12])=[CH:8][CH:7]=[CH:6][CH:5]=2. (10) Given the reactants Br[CH2:2][C:3]([C:5]1[CH:6]=[C:7]([CH:12]=[CH:13][CH:14]=1)[C:8]([O:10][CH3:11])=[O:9])=[O:4].[C:15]([O:19][C:20]([N:22]1[CH2:27][CH2:26][CH2:25][CH:24]([C:28]2[CH:33]=[CH:32][CH:31]=[CH:30][CH:29]=2)[CH:23]1[C:34]([OH:36])=[O:35])=[O:21])([CH3:18])([CH3:17])[CH3:16].C(=O)([O-])[O-].[Cs+].[Cs+], predict the reaction product. The product is: [C:28]1([CH:24]2[CH2:25][CH2:26][CH2:27][N:22]([C:20]([O:19][C:15]([CH3:16])([CH3:17])[CH3:18])=[O:21])[CH:23]2[C:34]([O:36][CH2:2][C:3]([C:5]2[CH:14]=[CH:13][CH:12]=[C:7]([C:8]([O:10][CH3:11])=[O:9])[CH:6]=2)=[O:4])=[O:35])[CH:29]=[CH:30][CH:31]=[CH:32][CH:33]=1.